Predict the reactants needed to synthesize the given product. From a dataset of Full USPTO retrosynthesis dataset with 1.9M reactions from patents (1976-2016). (1) Given the product [Cl:1][C:2]1[CH:7]=[CH:6][C:5]([CH2:8][C:9]([C:11]2[CH:16]=[CH:15][C:14]([F:17])=[CH:13][C:12]=2[O:18][C:26](=[O:30])[CH:27]([CH3:29])[CH3:28])=[O:10])=[CH:4][CH:3]=1, predict the reactants needed to synthesize it. The reactants are: [Cl:1][C:2]1[CH:7]=[CH:6][C:5]([CH2:8][C:9]([C:11]2[CH:16]=[CH:15][C:14]([F:17])=[CH:13][C:12]=2[OH:18])=[O:10])=[CH:4][CH:3]=1.C(N(CC)CC)C.[C:26](Cl)(=[O:30])[CH:27]([CH3:29])[CH3:28]. (2) Given the product [F:11][C:8]1[CH:9]=[CH:10][C:5]([C:3]2[N:18]=[C:13]3[CH:14]=[CH:15][CH:16]=[CH:17][N:12]3[CH:2]=2)=[CH:6][CH:7]=1, predict the reactants needed to synthesize it. The reactants are: Br[CH2:2][C:3]([C:5]1[CH:10]=[CH:9][C:8]([F:11])=[CH:7][CH:6]=1)=O.[N:12]1[CH:17]=[CH:16][CH:15]=[CH:14][C:13]=1[NH2:18].